From a dataset of Full USPTO retrosynthesis dataset with 1.9M reactions from patents (1976-2016). Predict the reactants needed to synthesize the given product. (1) The reactants are: [N:1]([C@@H:4]1[C@@H:9]([OH:10])[CH2:8][CH2:7][C@@H:6]([C:11]([O:13][CH2:14][CH3:15])=[O:12])[CH2:5]1)=[N+]=[N-].[C:16](O[C:16]([O:18][C:19]([CH3:22])([CH3:21])[CH3:20])=[O:17])([O:18][C:19]([CH3:22])([CH3:21])[CH3:20])=[O:17].[H][H]. Given the product [C:19]([O:18][C:16]([NH:1][C@@H:4]1[C@@H:9]([OH:10])[CH2:8][CH2:7][C@@H:6]([C:11]([O:13][CH2:14][CH3:15])=[O:12])[CH2:5]1)=[O:17])([CH3:22])([CH3:21])[CH3:20], predict the reactants needed to synthesize it. (2) Given the product [NH2:2][C:1](=[O:54])[CH2:3][N:4]([CH2:12][C:13]1[CH:18]=[CH:17][C:16]([C:19]([N:21]2[CH2:26][CH2:25][CH2:24][C@@H:23]([C:27]([C:37]3[CH:42]=[CH:41][CH:40]=[C:39]([F:43])[C:38]=3[C:44]3[CH:49]=[CH:48][CH:47]=[C:46]([CH3:50])[CH:45]=3)([OH:36])[CH2:28][CH2:29][CH2:30][NH:31][C:32]([O:34][CH3:35])=[O:33])[CH2:22]2)=[O:20])=[CH:15][CH:14]=1)[C:5](=[O:11])[O:6][C:7]([CH3:10])([CH3:9])[CH3:8], predict the reactants needed to synthesize it. The reactants are: [C:1]([CH2:3][N:4]([CH2:12][C:13]1[CH:18]=[CH:17][C:16]([C:19]([N:21]2[CH2:26][CH2:25][CH2:24][C@@H:23]([C:27]([C:37]3[CH:42]=[CH:41][CH:40]=[C:39]([F:43])[C:38]=3[C:44]3[CH:49]=[CH:48][CH:47]=[C:46]([CH3:50])[CH:45]=3)([OH:36])[CH2:28][CH2:29][CH2:30][NH:31][C:32]([O:34][CH3:35])=[O:33])[CH2:22]2)=[O:20])=[CH:15][CH:14]=1)[C:5](=[O:11])[O:6][C:7]([CH3:10])([CH3:9])[CH3:8])#[N:2].OO.C(=O)([O-])[O-:54].[K+].[K+].O.